This data is from Full USPTO retrosynthesis dataset with 1.9M reactions from patents (1976-2016). The task is: Predict the reactants needed to synthesize the given product. (1) Given the product [CH3:42][O:41][CH2:40][CH2:39][O:38][C:36]1[CH:35]=[C:8]([CH2:9][N:10]2[C:18]3[C:13](=[CH:14][CH:15]=[CH:16][CH:17]=3)[C:12]([O:19][C:20]3[CH:21]=[CH:22][C:23]([C:26]([CH3:27])([CH3:28])[CH3:29])=[CH:24][CH:25]=3)=[C:11]2[C:30]([OH:32])=[O:31])[CH:7]=[C:6]([O:5][CH2:4][CH2:3][O:2][CH3:1])[CH:37]=1, predict the reactants needed to synthesize it. The reactants are: [CH3:1][O:2][CH2:3][CH2:4][O:5][C:6]1[CH:7]=[C:8]([CH:35]=[C:36]([O:38][CH2:39][CH2:40][O:41][CH3:42])[CH:37]=1)[CH2:9][N:10]1[C:18]2[C:13](=[CH:14][CH:15]=[CH:16][CH:17]=2)[C:12]([O:19][C:20]2[CH:25]=[CH:24][C:23]([C:26]([CH3:29])([CH3:28])[CH3:27])=[CH:22][CH:21]=2)=[C:11]1[C:30]([O:32]CC)=[O:31].[OH-].[Na+].Cl. (2) Given the product [C:23]([O:22][C:20]([N:10]1[C:11]2[C:16](=[CH:15][C:14]([NH2:17])=[CH:13][CH:12]=2)[C:8]([C:4]2[CH:5]=[CH:6][CH:7]=[C:2]([F:1])[CH:3]=2)=[N:9]1)=[O:21])([CH3:26])([CH3:24])[CH3:25], predict the reactants needed to synthesize it. The reactants are: [F:1][C:2]1[CH:3]=[C:4]([C:8]2[C:16]3[C:11](=[CH:12][CH:13]=[C:14]([N+:17]([O-])=O)[CH:15]=3)[N:10]([C:20]([O:22][C:23]([CH3:26])([CH3:25])[CH3:24])=[O:21])[N:9]=2)[CH:5]=[CH:6][CH:7]=1.[H][H]. (3) Given the product [NH2:1][CH2:2][C:3]1[C:4]([F:20])=[C:5]([O:10][C:11]2[CH:12]=[C:13]([CH:16]=[C:17]([C:21]([CH3:23])=[CH2:22])[CH:18]=2)[C:14]#[N:15])[C:6]([Cl:9])=[CH:7][CH:8]=1, predict the reactants needed to synthesize it. The reactants are: [NH2:1][CH2:2][C:3]1[C:4]([F:20])=[C:5]([O:10][C:11]2[CH:12]=[C:13]([CH:16]=[C:17](Br)[CH:18]=2)[C:14]#[N:15])[C:6]([Cl:9])=[CH:7][CH:8]=1.[C:21]([B-](F)(F)F)([CH3:23])=[CH2:22].[K+]. (4) The reactants are: [CH3:1][O:2][C:3](=[O:30])/[CH:4]=[CH:5]/[C:6]1[CH:7]=[C:8]2[C:26](=[CH:27][CH:28]=1)[O:25][C:11]1([CH2:17][CH2:16][CH2:15][N:14]([C:18](OC(C)(C)C)=O)[CH2:13][CH2:12]1)[CH2:10][C:9]2=[O:29].CC(O)=O.[F:35][C:36]1[CH:43]=[CH:42][C:39](C=O)=[CH:38][CH:37]=1.[BH-](OC(C)=O)(OC(C)=O)OC(C)=O.[Na+]. Given the product [CH3:1][O:2][C:3](=[O:30])/[CH:4]=[CH:5]/[C:6]1[CH:7]=[C:8]2[C:26](=[CH:27][CH:28]=1)[O:25][C:11]1([CH2:17][CH2:16][CH2:15][N:14]([CH2:18][C:39]3[CH:42]=[CH:43][C:36]([F:35])=[CH:37][CH:38]=3)[CH2:13][CH2:12]1)[CH2:10][C:9]2=[O:29], predict the reactants needed to synthesize it. (5) Given the product [Cl:22][C:2]1[C:7]([C:8]#[N:9])=[C:6]([C:10]2[CH:15]=[C:14]([O:16][CH3:17])[CH:13]=[CH:12][N:11]=2)[N:5]=[C:4]([S:18][CH3:19])[N:3]=1, predict the reactants needed to synthesize it. The reactants are: O[C:2]1[C:7]([C:8]#[N:9])=[C:6]([C:10]2[CH:15]=[C:14]([O:16][CH3:17])[CH:13]=[CH:12][N:11]=2)[N:5]=[C:4]([S:18][CH3:19])[N:3]=1.P(Cl)(Cl)([Cl:22])=O.